This data is from NCI-60 drug combinations with 297,098 pairs across 59 cell lines. The task is: Regression. Given two drug SMILES strings and cell line genomic features, predict the synergy score measuring deviation from expected non-interaction effect. (1) Drug 1: C1=NC2=C(N=C(N=C2N1C3C(C(C(O3)CO)O)F)Cl)N. Drug 2: B(C(CC(C)C)NC(=O)C(CC1=CC=CC=C1)NC(=O)C2=NC=CN=C2)(O)O. Cell line: SF-295. Synergy scores: CSS=58.0, Synergy_ZIP=4.55, Synergy_Bliss=4.03, Synergy_Loewe=0.0753, Synergy_HSA=3.68. (2) Drug 1: CCC1=CC2CC(C3=C(CN(C2)C1)C4=CC=CC=C4N3)(C5=C(C=C6C(=C5)C78CCN9C7C(C=CC9)(C(C(C8N6C)(C(=O)OC)O)OC(=O)C)CC)OC)C(=O)OC.C(C(C(=O)O)O)(C(=O)O)O. Drug 2: CC1=C(C(=O)C2=C(C1=O)N3CC4C(C3(C2COC(=O)N)OC)N4)N. Cell line: SR. Synergy scores: CSS=75.8, Synergy_ZIP=-1.66, Synergy_Bliss=-2.16, Synergy_Loewe=-2.91, Synergy_HSA=0.322. (3) Drug 1: CN(C)C1=NC(=NC(=N1)N(C)C)N(C)C. Drug 2: C1=CC(=CC=C1CC(C(=O)O)N)N(CCCl)CCCl.Cl. Cell line: HOP-92. Synergy scores: CSS=14.2, Synergy_ZIP=-3.06, Synergy_Bliss=5.94, Synergy_Loewe=-4.26, Synergy_HSA=4.98. (4) Drug 1: CC1=C(C(=CC=C1)Cl)NC(=O)C2=CN=C(S2)NC3=CC(=NC(=N3)C)N4CCN(CC4)CCO. Drug 2: CS(=O)(=O)CCNCC1=CC=C(O1)C2=CC3=C(C=C2)N=CN=C3NC4=CC(=C(C=C4)OCC5=CC(=CC=C5)F)Cl. Cell line: RXF 393. Synergy scores: CSS=15.0, Synergy_ZIP=0.272, Synergy_Bliss=5.18, Synergy_Loewe=0.0882, Synergy_HSA=4.51.